From a dataset of Full USPTO retrosynthesis dataset with 1.9M reactions from patents (1976-2016). Predict the reactants needed to synthesize the given product. (1) Given the product [CH2:24]([O:23][N:22]=[C:9]([C:3]1[C:2]([Cl:1])=[CH:7][C:6]([Cl:8])=[CH:5][N:4]=1)[CH2:10][NH2:11])[CH3:25], predict the reactants needed to synthesize it. The reactants are: [Cl:1][C:2]1[C:3]([C:9](=[N:22][O:23][CH2:24][CH3:25])[CH2:10][N:11]2C(=O)C3=CC=CC=C3C2=O)=[N:4][CH:5]=[C:6]([Cl:8])[CH:7]=1.O.NN.O. (2) Given the product [CH2:1]([S:3][C:4]1[N:5]=[C:6]([O:15][CH2:17][CH2:18][O:19][CH2:20][O:21][CH3:22])[C:7]([C:12]([NH2:14])=[O:13])=[C:8]([S:10][CH3:11])[N:9]=1)[CH3:2], predict the reactants needed to synthesize it. The reactants are: [CH2:1]([S:3][C:4]1[NH:5][C:6](=[O:15])[C:7]([C:12]([NH2:14])=[O:13])=[C:8]([S:10][CH3:11])[N:9]=1)[CH3:2].Br[CH2:17][CH2:18][O:19][CH2:20][O:21][CH3:22].CCN(C(C)C)C(C)C. (3) Given the product [C:18]([O:17][C:8]1[CH:9]=[CH:10][C:11]([Cl:14])=[N:12][CH:13]=1)(=[O:24])[CH3:21], predict the reactants needed to synthesize it. The reactants are: F[B-](F)(F)F.[H+].N[C:8]1[CH:9]=[CH:10][C:11]([Cl:14])=[N:12][CH:13]=1.N([O:17][C:18]([CH3:21])(C)C)=O.C([O:24]CC)C. (4) Given the product [C:11]([O:15][C:16](=[O:23])[NH:17][C@H:18]([C:20](=[O:21])[NH:7][CH2:8][CH2:9][SH:10])[CH3:19])([CH3:12])([CH3:13])[CH3:14], predict the reactants needed to synthesize it. The reactants are: C(=O)(O)[O-].[Na+].Cl.[NH2:7][CH2:8][CH2:9][SH:10].[C:11]([O:15][C:16](=[O:23])[NH:17][C@H:18]([C:20](F)=[O:21])[CH3:19])([CH3:14])([CH3:13])[CH3:12]. (5) Given the product [Cl:1][C:2]1[CH:3]=[CH:4][C:5]([C:8]2[N:12]([C:13]3[CH:18]=[CH:17][C:16]([Cl:19])=[CH:15][C:14]=3[Cl:20])[N:11]=[C:10]([C:21]3[N:29]([CH2:25][CH:26]([CH3:28])[CH3:27])[C:30]([CH3:35])([CH3:34])[C:31](=[O:32])[N:33]=3)[C:9]=2[CH3:24])=[CH:6][CH:7]=1, predict the reactants needed to synthesize it. The reactants are: [Cl:1][C:2]1[CH:7]=[CH:6][C:5]([C:8]2[N:12]([C:13]3[CH:18]=[CH:17][C:16]([Cl:19])=[CH:15][C:14]=3[Cl:20])[N:11]=[C:10]([C:21](O)=O)[C:9]=2[CH3:24])=[CH:4][CH:3]=1.[CH2:25]([NH:29][C:30]([CH3:35])([CH3:34])[C:31]([NH2:33])=[O:32])[CH:26]([CH3:28])[CH3:27]. (6) Given the product [OH:7][C:8]1[C:20]2[CH2:19][O:18][C:17](=[O:21])[C:16]=2[C:15]([C:22]2[CH:27]=[CH:26][CH:25]=[CH:24][CH:23]=2)=[C:14]2[C:9]=1[CH:10]=[C:11]([O:30][CH3:31])[C:12]([O:28][CH3:29])=[CH:13]2, predict the reactants needed to synthesize it. The reactants are: C(=O)([O:7][C:8]1[C:20]2[CH2:19][O:18][C:17](=[O:21])[C:16]=2[C:15]([C:22]2[CH:27]=[CH:26][CH:25]=[CH:24][CH:23]=2)=[C:14]2[C:9]=1[CH:10]=[C:11]([O:30][CH3:31])[C:12]([O:28][CH3:29])=[CH:13]2)OC(C)(C)C.N1CCCCC1.Cl.